From a dataset of Catalyst prediction with 721,799 reactions and 888 catalyst types from USPTO. Predict which catalyst facilitates the given reaction. The catalyst class is: 6. Reactant: [H-].[Na+].[N:3]1[CH:8]=[CH:7][C:6]([N:9]2[CH2:13][CH2:12][NH:11][C:10]2=[O:14])=[CH:5][CH:4]=1.CN(C=O)C.Br[CH2:21][C:22]([O:24][C:25]([CH3:28])([CH3:27])[CH3:26])=[O:23]. Product: [O:14]=[C:10]1[N:9]([C:6]2[CH:5]=[CH:4][N:3]=[CH:8][CH:7]=2)[CH2:13][CH2:12][N:11]1[CH2:21][C:22]([O:24][C:25]([CH3:28])([CH3:27])[CH3:26])=[O:23].